This data is from Forward reaction prediction with 1.9M reactions from USPTO patents (1976-2016). The task is: Predict the product of the given reaction. (1) Given the reactants [H-].[Na+].CS(C)=O.[I-].C[S+](C)(C)=O.[F:13][C:14]1[CH:19]=[CH:18][C:17]([N:20]2[C:28]3[C:23](=[CH:24][C:25]4[C@@:33]5([CH2:39][C:40]6C=CC=CN=6)[CH2:34][CH2:35][C:36](=[O:38])[CH2:37][C@H:32]5[CH2:31][CH2:30][CH2:29][C:26]=4[CH:27]=3)[CH:22]=[N:21]2)=[CH:16][CH:15]=1.F[C:47]1C=CC(N2C3C(=CC4[C@]5(CC6C=CC=CN=6)CCC(=O)C[C@@H]5CCCC=4C=3)C=N2)=CC=1, predict the reaction product. The product is: [CH2:34]([C@:33]12[CH2:39][CH2:40][C@:36]3([CH2:35][O:38]3)[CH2:37][C@@H:32]1[CH2:31][CH2:30][CH2:29][C:26]1[C:25]2=[CH:24][C:23]2[CH:22]=[N:21][N:20]([C:17]3[CH:18]=[CH:19][C:14]([F:13])=[CH:15][CH:16]=3)[C:28]=2[CH:27]=1)[CH3:47]. (2) Given the reactants [F:1][C:2]1[CH:7]=[C:6]([F:8])[CH:5]=[CH:4][C:3]=1[CH:9]([N:13]1[C@H:18]([CH2:19][CH:20]([CH3:22])[CH3:21])[C:17](=[O:23])[NH:16][C@H:15]([CH:24]2[CH2:32][C:31]3[C:26](=[CH:27][CH:28]=[CH:29][CH:30]=3)[CH2:25]2)[C:14]1=[O:33])[C:10]([OH:12])=O.[CH2:34]1[N:39](P(Cl)(N2C(=O)OCC2)=O)[C:37](=O)OC1.C(N(CC)CC)C.CNC, predict the reaction product. The product is: [F:1][C:2]1[CH:7]=[C:6]([F:8])[CH:5]=[CH:4][C:3]=1[C@@H:9]([N:13]1[C@H:18]([CH2:19][CH:20]([CH3:22])[CH3:21])[C:17](=[O:23])[NH:16][C@H:15]([CH:24]2[CH2:25][C:26]3[C:31](=[CH:30][CH:29]=[CH:28][CH:27]=3)[CH2:32]2)[C:14]1=[O:33])[C:10]([N:39]([CH3:34])[CH3:37])=[O:12]. (3) Given the reactants [CH:1]([C:3]1[CH:20]=[CH:19][C:6]([O:7][CH:8]2[CH2:11][N:10]([C:12]([O:14][C:15]([CH3:18])([CH3:17])[CH3:16])=[O:13])[CH2:9]2)=[CH:5][C:4]=1[CH3:21])=O.[CH3:22][C:23]1([CH2:29][OH:30])[CH2:28][CH2:27][NH:26][CH2:25][CH2:24]1.CCN(C(C)C)C(C)C.C(O[BH-](OC(=O)C)OC(=O)C)(=O)C.[Na+], predict the reaction product. The product is: [OH:30][CH2:29][C:23]1([CH3:22])[CH2:28][CH2:27][N:26]([CH2:1][C:3]2[CH:20]=[CH:19][C:6]([O:7][CH:8]3[CH2:11][N:10]([C:12]([O:14][C:15]([CH3:18])([CH3:17])[CH3:16])=[O:13])[CH2:9]3)=[CH:5][C:4]=2[CH3:21])[CH2:25][CH2:24]1. (4) Given the reactants O=C1O[C@H]([C@H](CO)O)C([O-])=C1O.[Na+].[C:14]1([C:20]#[CH:21])[CH:19]=[CH:18][CH:17]=[CH:16][CH:15]=1.[CH3:22][O:23][C:24]1[CH:40]=[CH:39][C:27]([CH:28]=[C:29]2[C:34](=[O:35])[O:33][C:32]([CH3:37])([CH3:36])[O:31][C:30]2=[O:38])=[CH:26][CH:25]=1, predict the reaction product. The product is: [CH3:22][O:23][C:24]1[CH:25]=[CH:26][C:27]([C@H:28]([CH:29]2[C:34](=[O:35])[O:33][C:32]([CH3:37])([CH3:36])[O:31][C:30]2=[O:38])[C:21]#[C:20][C:14]2[CH:19]=[CH:18][CH:17]=[CH:16][CH:15]=2)=[CH:39][CH:40]=1.